Task: Predict the product of the given reaction.. Dataset: Forward reaction prediction with 1.9M reactions from USPTO patents (1976-2016) (1) Given the reactants [C:1]([OH:9])(=O)[C:2]1[CH:7]=[CH:6][CH:5]=[CH:4][CH:3]=1.C1N=CN(C(N2C=NC=C2)=O)C=1.[Cl:22][C:23]1[NH:31][C:30]2[C:29](=[O:32])[N:28]([CH2:33][CH2:34][CH2:35][CH2:36]/[C:37](=[N:40]/[H])/[NH:38]O)[C:27](=[O:42])[N:26]([CH2:43][CH2:44][CH3:45])[C:25]=2[N:24]=1, predict the reaction product. The product is: [Cl:22][C:23]1[NH:31][C:30]2[C:29](=[O:32])[N:28]([CH2:33][CH2:34][CH2:35][CH2:36][C:37]3[N:38]=[C:1]([C:2]4[CH:3]=[CH:4][CH:5]=[CH:6][CH:7]=4)[O:9][N:40]=3)[C:27](=[O:42])[N:26]([CH2:43][CH2:44][CH3:45])[C:25]=2[N:24]=1. (2) Given the reactants [ClH:1].[N:2]1([C:8]2[N:13]=[CH:12][N:11]=[C:10]([N:14]3[C:18](=[O:19])[C:17]([N:20]4[CH:24]=[CH:23][N:22]=[N:21]4)=[CH:16][NH:15]3)[CH:9]=2)[CH2:7][CH2:6][O:5][CH2:4][CH2:3]1, predict the reaction product. The product is: [ClH:1].[N:2]1([C:8]2[N:13]=[CH:12][N:11]=[C:10]([N:14]3[C:18](=[O:19])[C:17]([N:20]4[CH:24]=[CH:23][N:22]=[N:21]4)=[CH:16][NH:15]3)[CH:9]=2)[CH2:3][CH2:4][O:5][CH2:6][CH2:7]1. (3) Given the reactants [CH3:1][O:2][C:3]1[CH:12]=[CH:11][C:6]2[NH:7][CH2:8][CH2:9][O:10][C:5]=2[CH:4]=1.[Cl:13][C:14]1[CH:15]=[C:16]([CH:20]=[C:21]([Cl:24])[C:22]=1[OH:23])[C:17](Cl)=[O:18], predict the reaction product. The product is: [Cl:13][C:14]1[CH:15]=[C:16]([C:17]([N:7]2[C:6]3[CH:11]=[CH:12][C:3]([O:2][CH3:1])=[CH:4][C:5]=3[O:10][CH2:9][CH2:8]2)=[O:18])[CH:20]=[C:21]([Cl:24])[C:22]=1[OH:23]. (4) Given the reactants Br[C:2]1[CH:3]=[C:4]([NH:13][C:14](=[O:25])[C:15]2[CH:20]=[CH:19][C:18]([O:21][CH3:22])=[C:17]([O:23][CH3:24])[CH:16]=2)[CH:5]=[CH:6][C:7]=1[C:8]([C:11]#[N:12])([CH3:10])[CH3:9].C([O-])([O-])=O.[K+].[K+].[C:32]1(C)[C:33](C)=CC=C[CH:37]=1, predict the reaction product. The product is: [C:11]([C:8]([CH3:10])([CH3:9])[C:7]1[CH:6]=[CH:5][C:4]([NH:13][C:14](=[O:25])[C:15]2[CH:20]=[CH:19][C:18]([O:21][CH3:22])=[C:17]([O:23][CH3:24])[CH:16]=2)=[CH:3][C:2]=1[C:32]([CH3:33])=[CH2:37])#[N:12]. (5) Given the reactants [CH3:1][O:2][C:3](=[O:19])[C:4]1[CH:13]=[C:12](Br)[C:11]([O:15]COC)=[C:6]([C:7]([O:9][CH3:10])=[O:8])[CH:5]=1.[CH3:20][Zn]C.CCCCCC.Cl, predict the reaction product. The product is: [CH3:1][O:2][C:3](=[O:19])[C:4]1[CH:13]=[C:12]([CH3:20])[C:11]([OH:15])=[C:6]([C:7]([O:9][CH3:10])=[O:8])[CH:5]=1. (6) Given the reactants [CH3:1][O:2][C:3]1[CH:4]=[CH:5][C:6]([Br:12])=[C:7]([CH2:9][C:10]#N)[CH:8]=1.[OH-:13].[Na+].[OH2:15], predict the reaction product. The product is: [CH3:1][O:2][C:3]1[CH:4]=[CH:5][C:6]([Br:12])=[C:7]([CH2:9][C:10]([OH:15])=[O:13])[CH:8]=1.